From a dataset of Reaction yield outcomes from USPTO patents with 853,638 reactions. Predict the reaction yield, written as a fraction of the theoretical maximum amount of product (1.0 means a 100% yield; for example, 0.34 means a 34% yield). (1) The reactants are [CH3:1][C:2]1[C:6]([CH2:7][N:8]2[CH:12]=[C:11]([NH:13]C(=O)OC(C)(C)C)[CH:10]=[N:9]2)=[C:5]([CH3:21])[O:4][N:3]=1.[ClH:22]. The catalyst is O1CCOCC1. The product is [ClH:22].[CH3:1][C:2]1[C:6]([CH2:7][N:8]2[CH:12]=[C:11]([NH2:13])[CH:10]=[N:9]2)=[C:5]([CH3:21])[O:4][N:3]=1. The yield is 0.990. (2) The reactants are [F:1][C:2]([F:11])([F:10])[C:3]1[CH:4]=[C:5]([NH2:9])[CH:6]=[CH:7][CH:8]=1.[O:12]1[C:16]2([CH2:21][CH2:20][N:19]([C:22]3[CH:23]=[C:24]([CH:28]=[CH:29][C:30]=3[CH3:31])[C:25](O)=[O:26])[CH2:18][CH2:17]2)[O:15][CH2:14][CH2:13]1.CCN(C(C)C)C(C)C.CN(C(ON1N=NC2C=CC=NC1=2)=[N+](C)C)C.F[P-](F)(F)(F)(F)F. The catalyst is CN(C=O)C.C(OCC)(=O)C. The product is [O:15]1[C:16]2([CH2:21][CH2:20][N:19]([C:22]3[CH:23]=[C:24]([CH:28]=[CH:29][C:30]=3[CH3:31])[C:25]([NH:9][C:5]3[CH:6]=[CH:7][CH:8]=[C:3]([C:2]([F:10])([F:11])[F:1])[CH:4]=3)=[O:26])[CH2:18][CH2:17]2)[O:12][CH2:13][CH2:14]1. The yield is 0.686.